From a dataset of Full USPTO retrosynthesis dataset with 1.9M reactions from patents (1976-2016). Predict the reactants needed to synthesize the given product. (1) Given the product [Br:5][C:6]1[CH:11]=[C:10]([O:12][CH3:13])[CH:9]=[CH:8][C:7]=1[C:14]([OH:16])=[O:3], predict the reactants needed to synthesize it. The reactants are: BrBr.[OH-:3].[Na+].[Br:5][C:6]1[CH:11]=[C:10]([O:12][CH3:13])[CH:9]=[CH:8][C:7]=1[C:14](=[O:16])C. (2) Given the product [CH3:37][N:8]1[CH2:9][CH2:10][N:5]2[CH:6]([CH2:1][O:2][CH:3]([C:11]3[N:19]4[C:14]([C:15]([NH2:20])=[N:16][CH:17]=[N:18]4)=[C:13]([C:21]4[CH:22]=[CH:23][C:24]5[C:28]([CH:29]=4)=[N:27][N:26]([C:30]4[CH:35]=[CH:34][CH:33]=[CH:32][CH:31]=4)[CH:25]=5)[CH:12]=3)[CH2:4]2)[CH2:7]1, predict the reactants needed to synthesize it. The reactants are: [CH2:1]1[CH:6]2[CH2:7][NH:8][CH2:9][CH2:10][N:5]2[CH2:4][CH:3]([C:11]2[N:19]3[C:14]([C:15]([NH2:20])=[N:16][CH:17]=[N:18]3)=[C:13]([C:21]3[CH:22]=[CH:23][C:24]4[C:28]([CH:29]=3)=[N:27][N:26]([C:30]3[CH:35]=[CH:34][CH:33]=[CH:32][CH:31]=3)[CH:25]=4)[CH:12]=2)[O:2]1.I[CH3:37].